This data is from Full USPTO retrosynthesis dataset with 1.9M reactions from patents (1976-2016). The task is: Predict the reactants needed to synthesize the given product. (1) Given the product [CH2:9]([O:11][C:12](=[O:23])[C:13](=[CH:19][NH:6][C:5]1[CH:7]=[CH:8][C:2]([Br:1])=[CH:3][CH:4]=1)[C:14]([O:16][CH2:17][CH3:18])=[O:15])[CH3:10], predict the reactants needed to synthesize it. The reactants are: [Br:1][C:2]1[CH:8]=[CH:7][C:5]([NH2:6])=[CH:4][CH:3]=1.[CH2:9]([O:11][C:12](=[O:23])[C:13](=[CH:19]OCC)[C:14]([O:16][CH2:17][CH3:18])=[O:15])[CH3:10]. (2) Given the product [O:22]=[C:19]1[NH:18][CH:17]2[CH2:16][S:15][CH:14]([CH2:13][CH2:12][CH2:11][CH2:10][C:9]([NH:18][CH2:17][CH2:21][CH2:14][CH2:13][CH2:12][C:25]([OH:26])=[O:28])=[O:23])[CH:21]2[NH:20]1, predict the reactants needed to synthesize it. The reactants are: O=C1CCC(=O)N1O[C:9](=[O:23])[CH2:10][CH2:11][CH2:12][CH2:13][CH:14]1[CH:21]2[CH:17]([NH:18][C:19](=[O:22])[NH:20]2)[CH2:16][S:15]1.Cl.[C:25](=[O:28])(O)[O-:26].[Na+]. (3) Given the product [Br:1][C:2]1[CH:11]=[CH:10][C:5]2[S:6][C:7]([C:16](=[O:18])[CH3:17])=[C:8]([CH3:9])[C:4]=2[CH:3]=1, predict the reactants needed to synthesize it. The reactants are: [Br:1][C:2]1[CH:11]=[CH:10][C:5]2[S:6][CH:7]=[C:8]([CH3:9])[C:4]=2[CH:3]=1.[Al+3].[Cl-].[Cl-].[Cl-].[C:16](Cl)(=[O:18])[CH3:17].